From a dataset of Reaction yield outcomes from USPTO patents with 853,638 reactions. Predict the reaction yield, written as a fraction of the theoretical maximum amount of product (1.0 means a 100% yield; for example, 0.34 means a 34% yield). (1) The reactants are [Cl:1][C:2]1[CH:11]=[C:10]2[C:5]([C:6]([N:12]3[CH2:17][CH2:16][N:15]([CH2:18][CH2:19][CH2:20][CH2:21][NH2:22])[CH2:14][CH2:13]3)=[CH:7][CH:8]=[N:9]2)=[CH:4][CH:3]=1.C1N=CN([C:28](N2C=NC=C2)=[O:29])C=1.[C:35]1([N:41]2[CH2:46][CH2:45][NH:44][CH2:43][CH2:42]2)[CH:40]=[CH:39][CH:38]=[CH:37][CH:36]=1. The catalyst is C(Cl)(Cl)Cl.CO. The product is [Cl:1][C:2]1[CH:11]=[C:10]2[C:5]([C:6]([N:12]3[CH2:13][CH2:14][N:15]([CH2:18][CH2:19][CH2:20][CH2:21][NH:22][C:28]([N:44]4[CH2:45][CH2:46][N:41]([C:35]5[CH:40]=[CH:39][CH:38]=[CH:37][CH:36]=5)[CH2:42][CH2:43]4)=[O:29])[CH2:16][CH2:17]3)=[CH:7][CH:8]=[N:9]2)=[CH:4][CH:3]=1. The yield is 0.240. (2) The yield is 0.480. The catalyst is C1COCC1. The reactants are [Mg].Br[CH2:3][CH2:4][CH2:5]/[CH:6]=[CH:7]\[CH2:8][CH2:9][CH2:10][CH2:11][CH3:12].[C:13]([O:17]CC)(=O)[CH:14]=[O:15]. The product is [CH2:3]([C:14]([OH:15])([CH:13]([OH:17])[CH2:3][CH2:4][CH2:5]/[CH:6]=[CH:7]\[CH2:8][CH2:9][CH2:10][CH2:11][CH3:12])[CH2:3][CH2:4][CH2:5]/[CH:6]=[CH:7]\[CH2:8][CH2:9][CH2:10][CH2:11][CH3:12])[CH2:4][CH2:5]/[CH:6]=[CH:7]\[CH2:8][CH2:9][CH2:10][CH2:11][CH3:12]. (3) The reactants are [Cl:1][C:2]1[CH:18]=[CH:17][C:5]2[CH2:6][CH2:7][N:8]([C:11](=[O:16])[C:12]([F:15])([F:14])[F:13])[CH2:9][CH2:10][C:4]=2[C:3]=1OS(C(F)(F)F)(=O)=O.[N:27]1([CH2:33][C:34]2[CH:41]=[CH:40][C:37]([CH2:38][NH2:39])=[CH:36][CH:35]=2)[CH2:32][CH2:31][CH2:30][CH2:29][CH2:28]1. No catalyst specified. The product is [Cl:1][C:2]1[CH:18]=[CH:17][C:5]2[CH2:6][CH2:7][N:8]([C:11](=[O:16])[C:12]([F:15])([F:14])[F:13])[CH2:9][CH2:10][C:4]=2[C:3]=1[NH:39][CH2:38][C:37]1[CH:36]=[CH:35][C:34]([CH2:33][N:27]2[CH2:32][CH2:31][CH2:30][CH2:29][CH2:28]2)=[CH:41][CH:40]=1. The yield is 0.710.